Dataset: Reaction yield outcomes from USPTO patents with 853,638 reactions. Task: Predict the reaction yield, written as a fraction of the theoretical maximum amount of product (1.0 means a 100% yield; for example, 0.34 means a 34% yield). The reactants are [CH3:1][O:2][C:3]1[CH:12]=[C:11]2[C:6]([C:7]([O:19][CH:20]3[CH2:37][CH:36]4[N:22]([C:23](=[O:42])[O:24][CH2:25][CH2:26][CH2:27][CH2:28][CH:29]=[CH:30][CH:31]5[C:33]([C:39]([OH:41])=O)([NH:34][C:35]4=[O:38])[CH2:32]5)[CH2:21]3)=[CH:8][C:9]([C:13]3[CH:18]=[CH:17][CH:16]=[CH:15][CH:14]=3)=[N:10]2)=[CH:5][CH:4]=1.C(N=C=NCCCN(C)C)C.[CH:54]1([S:57]([NH2:60])(=[O:59])=[O:58])[CH2:56][CH2:55]1.N12CCCN=C1CCCCC2. The catalyst is CN(C)C1C=CN=CC=1.CCOC(C)=O.C1(C)C=CC=CC=1.ClCCl.CN(C)C=O. The product is [CH3:1][O:2][C:3]1[CH:12]=[C:11]2[C:6]([C:7]([O:19][CH:20]3[CH2:37][CH:36]4[N:22]([C:23](=[O:42])[O:24][CH2:25][CH2:26][CH2:27][CH2:28][CH:29]=[CH:30][CH:31]5[C:33]([C:39]([NH:60][S:57]([CH:54]6[CH2:56][CH2:55]6)(=[O:59])=[O:58])=[O:41])([NH:34][C:35]4=[O:38])[CH2:32]5)[CH2:21]3)=[CH:8][C:9]([C:13]3[CH:14]=[CH:15][CH:16]=[CH:17][CH:18]=3)=[N:10]2)=[CH:5][CH:4]=1. The yield is 0.320.